From a dataset of Forward reaction prediction with 1.9M reactions from USPTO patents (1976-2016). Predict the product of the given reaction. (1) Given the reactants [H-].C([Al+]CC(C)C)C(C)C.[CH3:11][O:12][CH2:13][CH2:14][O:15][C:16]1[CH:17]=[CH:18][CH:19]=[C:20]2[C:25]=1[CH:24]=[C:23]([C:26](OC)=[O:27])[CH:22]=[CH:21]2.C(OCC)(=O)C.C(C(C(C([O-])=O)O)O)([O-])=O.[K+].[Na+], predict the reaction product. The product is: [CH3:11][O:12][CH2:13][CH2:14][O:15][C:16]1[CH:17]=[CH:18][CH:19]=[C:20]2[C:25]=1[CH:24]=[C:23]([CH2:26][OH:27])[CH:22]=[CH:21]2. (2) Given the reactants [C:1]1([CH2:7][C@H:8]2[CH2:12][O:11][C:10](=[O:13])[NH:9]2)[CH:6]=[CH:5][CH:4]=[CH:3][CH:2]=1.C([Li])CCC.[C:19](Cl)(=[O:25])[CH2:20][CH2:21][CH2:22][CH2:23][CH3:24], predict the reaction product. The product is: [C:19]([N:9]1[C@@H:8]([CH2:7][C:1]2[CH:2]=[CH:3][CH:4]=[CH:5][CH:6]=2)[CH2:12][O:11][C:10]1=[O:13])(=[O:25])[CH2:20][CH2:21][CH2:22][CH2:23][CH3:24].